This data is from Aqueous solubility values for 9,982 compounds from the AqSolDB database. The task is: Regression/Classification. Given a drug SMILES string, predict its absorption, distribution, metabolism, or excretion properties. Task type varies by dataset: regression for continuous measurements (e.g., permeability, clearance, half-life) or binary classification for categorical outcomes (e.g., BBB penetration, CYP inhibition). For this dataset (solubility_aqsoldb), we predict Y. (1) The molecule is O=C1CCO1. The Y is 0.710 log mol/L. (2) The molecule is Cl[Sn](Cl)(c1ccccc1)c1ccccc1. The Y is -3.84 log mol/L. (3) The molecule is O=C(c1ccc(F)cc1)C1CCNCC1.[Cl-].[H+]. The Y is 0.589 log mol/L.